This data is from Full USPTO retrosynthesis dataset with 1.9M reactions from patents (1976-2016). The task is: Predict the reactants needed to synthesize the given product. (1) The reactants are: [Br:1][C:2]1[CH:7]=[CH:6][C:5]([CH2:8]Br)=[C:4]([Cl:10])[CH:3]=1.N#N.[Si]([C:17]#[N:18])(C)(C)C.CCCC[N+](CCCC)(CCCC)CCCC.[F-]. Given the product [Br:1][C:2]1[CH:7]=[CH:6][C:5]([CH2:8][C:17]#[N:18])=[C:4]([Cl:10])[CH:3]=1, predict the reactants needed to synthesize it. (2) Given the product [Br:32][C:28]1[CH:27]=[C:26]2[C:31](=[CH:30][CH:29]=1)[C:22]([CH2:21][N:18]1[C:17]3[CH:35]=[CH:36][CH:37]=[CH:38][C:16]=3[N:15]([C:47](=[O:57])[C:48]3[CH:56]=[CH:55][CH:54]=[C:50]([C:51]([N:15]4[C:16]5[CH:38]=[CH:37][CH:36]=[CH:35][C:17]=5[N:18]([CH2:21][C:22]5[C:31]6[C:26](=[CH:27][C:28]([Br:32])=[CH:29][CH:30]=6)[CH:25]=[CH:24][C:23]=5[O:33][CH3:34])[C:19](=[O:20])[C@@H:13]([NH:12][C:11](=[O:39])[C@@H:9]([N:7]([C:41]([O:44][C:1]([CH3:4])([CH3:3])[CH3:2])=[O:42])[CH3:6])[CH3:10])[CH2:14]4)=[O:52])[CH:49]=3)[CH2:14][C@H:13]([NH:12][C:11](=[O:39])[C@@H:9]([N:7]([CH3:8])[C:6](=[O:40])[O:5][C:1]([CH3:2])([CH3:3])[CH3:4])[CH3:10])[C:19]1=[O:20])=[C:23]([O:33][CH3:34])[CH:24]=[CH:25]2, predict the reactants needed to synthesize it. The reactants are: [C:1]([O:5][C:6](=[O:40])[N:7]([C@H:9]([C:11](=[O:39])[NH:12][C@@H:13]1[C:19](=[O:20])[N:18]([CH2:21][C:22]2[C:31]3[C:26](=[CH:27][C:28]([Br:32])=[CH:29][CH:30]=3)[CH:25]=[CH:24][C:23]=2[O:33][CH3:34])[C:17]2[CH:35]=[CH:36][CH:37]=[CH:38][C:16]=2[NH:15][CH2:14]1)[CH3:10])[CH3:8])([CH3:4])([CH3:3])[CH3:2].[C:41]([O-:44])([O-])=[O:42].[Cs+].[Cs+].[C:47](Cl)(=[O:57])[C:48]1[CH:56]=[CH:55][CH:54]=[C:50]([C:51](Cl)=[O:52])[CH:49]=1. (3) Given the product [Cl:32][C:6]1[N:5]=[C:4]([Cl:20])[C:3]([C:2]([F:12])([F:11])[F:1])=[CH:8][N:7]=1, predict the reactants needed to synthesize it. The reactants are: [F:1][C:2]([F:12])([F:11])[C:3]1[C:4](=O)[NH:5][C:6](=O)[NH:7][CH:8]=1.OP(O)(O)=O.O=P(Cl)(Cl)[Cl:20].CCN(C(C)C)C(C)C.[ClH:32]. (4) Given the product [OH:12][C:11]1[C:10]2[CH:14]=[CH:15][O:16][C:9]=2[CH:8]=[C:7]2[C:6]=1[C:4](=[O:5])[CH:3]=[C:2]([CH3:1])[O:17]2, predict the reactants needed to synthesize it. The reactants are: [CH3:1][C:2]1[O:17][C:7]2[CH:8]=[C:9]3[O:16][CH:15]=[CH:14][C:10]3=[C:11]([O:12]C)[C:6]=2[C:4](=[O:5])[CH:3]=1.B(Cl)(Cl)Cl.O. (5) Given the product [CH3:30][O:29][CH2:27][C:26]1[CH:25]=[C:24]([C:33]2[O:1][N:2]=[C:3]([C:5]3[CH:6]=[CH:7][C:8]([CH2:11][N:12]([CH3:21])[CH2:13][C:14]([O:16][C:17]([CH3:18])([CH3:20])[CH3:19])=[O:15])=[N:9][CH:10]=3)[N:4]=2)[CH:23]=[CH:32][C:31]=1[C:8]1[CH:7]=[CH:6][CH:5]=[CH:3][C:36]=1[CH3:37], predict the reactants needed to synthesize it. The reactants are: [OH:1][N:2]=[C:3]([C:5]1[CH:6]=[CH:7][C:8]([CH2:11][N:12]([CH3:21])[CH2:13][C:14]([O:16][C:17]([CH3:20])([CH3:19])[CH3:18])=[O:15])=[N:9][CH:10]=1)[NH2:4].Br[C:23]1[CH:32]=[CH:31][C:26]([C:27]([O:29][CH3:30])=O)=[CH:25][C:24]=1[CH2:33]OC.[CH2:36](Cl)[CH2:37]Cl. (6) Given the product [Cl:34][C:35]1[C:44]2[C:39](=[CH:40][CH:41]=[CH:42][CH:43]=2)[C:38](=[O:45])[N:37]([CH2:55][C@H:54]2[CH2:57][CH2:58][CH2:59][N:53]2[C:46]([O:48][C:49]([CH3:50])([CH3:52])[CH3:51])=[O:47])[N:36]=1, predict the reactants needed to synthesize it. The reactants are: C1(P(C2C=CC=CC=2)C2C=CC=CC=2)C=CC=CC=1.N(C(OC(C)C)=O)=NC(OC(C)C)=O.[Cl:34][C:35]1[C:44]2[C:39](=[CH:40][CH:41]=[CH:42][CH:43]=2)[C:38](=[O:45])[NH:37][N:36]=1.[C:46]([N:53]1[CH2:59][CH2:58][CH2:57][C@@H:54]1[CH2:55]O)([O:48][C:49]([CH3:52])([CH3:51])[CH3:50])=[O:47].